This data is from Peptide-MHC class I binding affinity with 185,985 pairs from IEDB/IMGT. The task is: Regression. Given a peptide amino acid sequence and an MHC pseudo amino acid sequence, predict their binding affinity value. This is MHC class I binding data. (1) The peptide sequence is GEDVAPIEY. The MHC is HLA-A24:02 with pseudo-sequence HLA-A24:02. The binding affinity (normalized) is 0. (2) The MHC is HLA-A29:02 with pseudo-sequence HLA-A29:02. The peptide sequence is TKAGMAQYL. The binding affinity (normalized) is 0.0847. (3) The peptide sequence is FPVKPQVPL. The MHC is HLA-B15:03 with pseudo-sequence HLA-B15:03. The binding affinity (normalized) is 0.236. (4) The binding affinity (normalized) is 0.0847. The MHC is HLA-A69:01 with pseudo-sequence HLA-A69:01. The peptide sequence is KMARLGKGY. (5) The peptide sequence is SRLKPSSFK. The MHC is HLA-A33:01 with pseudo-sequence HLA-A33:01. The binding affinity (normalized) is 0. (6) The peptide sequence is ILKEPVHGVY. The MHC is HLA-B15:01 with pseudo-sequence HLA-B15:01. The binding affinity (normalized) is 0.839. (7) The peptide sequence is NTDAFSREY. The MHC is HLA-A02:03 with pseudo-sequence HLA-A02:03. The binding affinity (normalized) is 0.0847.